This data is from Forward reaction prediction with 1.9M reactions from USPTO patents (1976-2016). The task is: Predict the product of the given reaction. (1) Given the reactants [NH2:1][CH2:2][CH:3]([C:19]1[C:20]([CH3:36])=[C:21]([NH:25][C:26](=[O:35])[O:27][CH2:28][C:29]2[CH:34]=[CH:33][CH:32]=[CH:31][CH:30]=2)[CH:22]=[CH:23][CH:24]=1)[C:4]1[C:12]2[C:7](=[CH:8][C:9]([O:13][CH:14]3[CH2:18][CH2:17][O:16][CH2:15]3)=[CH:10][CH:11]=2)[NH:6][CH:5]=1.O=[CH:38][C:39]([O:41][CH2:42][CH3:43])=[O:40].C1(C)C=CC=CC=1.Cl.O1CCOCC1, predict the reaction product. The product is: [CH2:28]([O:27][C:26]([NH:25][C:21]1[C:20]([CH3:36])=[C:19]([C:3]2[C:4]3[C:12]4[C:7](=[CH:8][C:9]([O:13][CH:14]5[CH2:18][CH2:17][O:16][CH2:15]5)=[CH:10][CH:11]=4)[NH:6][C:5]=3[C:38]([C:39]([O:41][CH2:42][CH3:43])=[O:40])=[N:1][CH:2]=2)[CH:24]=[CH:23][CH:22]=1)=[O:35])[C:29]1[CH:34]=[CH:33][CH:32]=[CH:31][CH:30]=1. (2) The product is: [Br:31][C:6]1[N:5]([CH2:4][C:3]2[CH:14]=[C:15]([Cl:18])[CH:16]=[CH:17][C:2]=2[Cl:1])[C:9]([C:10]([O:12][CH3:13])=[O:11])=[CH:8][N:7]=1. Given the reactants [Cl:1][C:2]1[CH:17]=[CH:16][C:15]([Cl:18])=[CH:14][C:3]=1[CH2:4][N:5]1[C:9]([C:10]([O:12][CH3:13])=[O:11])=[CH:8][N:7]=[CH:6]1.N(C(C)(C)C#N)=NC(C)(C)C#N.[Br:31]N1C(=O)CCC1=O.O, predict the reaction product. (3) The product is: [CH3:34][N:35]([CH3:42])[CH2:36][CH2:37][CH2:38][C:39]([O:20][CH2:19][C@H:17]1[O:16][N:15]=[C:14]([C:11]2[CH:12]=[CH:13][C:8]([C:7]3[CH:6]=[CH:5][C:4]([N:21]4[CH2:25][C@H:24]([CH2:26][N:27]5[CH:31]=[CH:30][N:29]=[N:28]5)[O:23][C:22]4=[O:32])=[CH:3][C:2]=3[F:1])=[CH:9][N:10]=2)[CH2:18]1)=[O:40]. Given the reactants [F:1][C:2]1[CH:3]=[C:4]([N:21]2[CH2:25][C@H:24]([CH2:26][N:27]3[CH:31]=[CH:30][N:29]=[N:28]3)[O:23][C:22]2=[O:32])[CH:5]=[CH:6][C:7]=1[C:8]1[CH:9]=[N:10][C:11]([C:14]2[CH2:18][C@@H:17]([CH2:19][OH:20])[O:16][N:15]=2)=[CH:12][CH:13]=1.Cl.[CH3:34][N:35]([CH3:42])[CH2:36][CH2:37][CH2:38][C:39](O)=[O:40].Cl.CN(C)CCCN=C=NCC, predict the reaction product. (4) The product is: [Si:24]([O:31][C:32]1[C:33]([F:42])=[C:34]([CH:37]=[C:38]([CH2:40][CH3:41])[CH:39]=1)/[CH:35]=[N:8]/[C:9]1[CH:16]=[CH:15][C:12]([C:13]#[N:14])=[CH:11][CH:10]=1)([C:27]([CH3:30])([CH3:29])[CH3:28])([CH3:26])[CH3:25]. Given the reactants C(OC1C=C(C=CC=1OC(C)C)/C=[N:8]/[C:9]1[CH:16]=[CH:15][C:12]([C:13]#[N:14])=[CH:11][CH:10]=1)C.[Si:24]([O:31][C:32]1[C:33]([F:42])=[C:34]([CH:37]=[C:38]([CH2:40][CH3:41])[CH:39]=1)[CH:35]=O)([C:27]([CH3:30])([CH3:29])[CH3:28])([CH3:26])[CH3:25].NC1C=CC(C#N)=CC=1, predict the reaction product.